Dataset: Forward reaction prediction with 1.9M reactions from USPTO patents (1976-2016). Task: Predict the product of the given reaction. (1) Given the reactants [C:1]1(=[O:6])[CH2:5][CH2:4][CH:3]=[CH:2]1.[C:7]1(=[O:17])[NH:11][C:10](=[O:12])[C:9]2=[CH:13][CH:14]=[CH:15][CH:16]=[C:8]12, predict the reaction product. The product is: [O:6]=[C:1]1[CH2:5][CH2:4][CH:3]([N:11]2[C:7](=[O:17])[C:8]3[C:9](=[CH:13][CH:14]=[CH:15][CH:16]=3)[C:10]2=[O:12])[CH2:2]1. (2) Given the reactants C([O:8][CH:9]1[CH2:15][CH2:14][CH2:13][N:12]([C:16]([O:18][CH2:19][CH3:20])=[O:17])[CH2:11][CH2:10]1)C1C=CC=CC=1, predict the reaction product. The product is: [OH:8][CH:9]1[CH2:15][CH2:14][CH2:13][N:12]([C:16]([O:18][CH2:19][CH3:20])=[O:17])[CH2:11][CH2:10]1.